This data is from Catalyst prediction with 721,799 reactions and 888 catalyst types from USPTO. The task is: Predict which catalyst facilitates the given reaction. Reactant: [Si:1]([O:8][CH2:9][CH:10](O)[CH2:11][C:12]1[CH:20]=[CH:19][C:18]2[CH2:17][CH2:16][CH2:15][C:14]=2[C:13]=1[OH:21])([C:4]([CH3:7])([CH3:6])[CH3:5])([CH3:3])[CH3:2].C1(P(C2C=CC=CC=2)C2C=CC=CC=2)C=CC=CC=1.CCOC(/N=N/C(OCC)=O)=O. Product: [C:4]([Si:1]([CH3:2])([CH3:3])[O:8][CH2:9][CH:10]1[O:21][C:13]2[C:14]3[CH2:15][CH2:16][CH2:17][C:18]=3[CH:19]=[CH:20][C:12]=2[CH2:11]1)([CH3:5])([CH3:7])[CH3:6]. The catalyst class is: 7.